This data is from Catalyst prediction with 721,799 reactions and 888 catalyst types from USPTO. The task is: Predict which catalyst facilitates the given reaction. (1) Reactant: CO.[F:3][C:4]1[CH:12]=[CH:11][CH:10]=[C:9]2[C:5]=1[C:6]([CH:20]=[O:21])=[CH:7][N:8]2[C:13]([O:15][C:16]([CH3:19])([CH3:18])[CH3:17])=[O:14].[BH4-].[Na+]. Product: [F:3][C:4]1[CH:12]=[CH:11][CH:10]=[C:9]2[C:5]=1[C:6]([CH2:20][OH:21])=[CH:7][N:8]2[C:13]([O:15][C:16]([CH3:17])([CH3:19])[CH3:18])=[O:14]. The catalyst class is: 1. (2) Reactant: [OH:1][CH:2]1[CH2:10][CH:5]2[O:6][C:7](=[O:9])[CH2:8][CH:4]2[CH:3]1[CH2:11][CH2:12][C@@H:13]([OH:26])[CH2:14][O:15][C:16]1[CH:21]=[CH:20][CH:19]=[C:18]([C:22]([F:25])([F:24])[F:23])[CH:17]=1.O.[C:28]1([CH3:38])[CH:33]=[CH:32][C:31](S(O)(=O)=O)=CC=1.[O:39]1[CH:44]=[CH:43][CH2:42][CH2:41][CH2:40]1.C([O-])(O)=[O:46].[Na+]. Product: [O:39]1[CH2:40][CH2:41][CH2:42][CH2:43][CH:44]1[O:1][CH:2]1[CH2:10][CH:5]2[O:6][C:7](=[O:9])[CH2:8][CH:4]2[CH:3]1[CH2:11][CH2:12][C@@H:13]([O:26][CH:31]1[CH2:32][CH2:33][CH2:28][CH2:38][O:46]1)[CH2:14][O:15][C:16]1[CH:21]=[CH:20][CH:19]=[C:18]([C:22]([F:25])([F:23])[F:24])[CH:17]=1. The catalyst class is: 2. (3) The catalyst class is: 2. Product: [Si:19]([O:1][CH2:2][C@H:3]1[C@H:8]([OH:9])[CH:7]=[CH:6][CH2:5][O:4]1)([C:16]([CH3:18])([CH3:17])[CH3:15])([CH3:21])[CH3:20]. Reactant: [OH:1][CH2:2][C@H:3]1[C@H:8]([OH:9])[CH:7]=[CH:6][CH2:5][O:4]1.N1C=CN=C1.[CH3:15][C:16]([Si:19](Cl)([CH3:21])[CH3:20])([CH3:18])[CH3:17]. (4) Reactant: [O:1]1[C:6]2[CH:7]=[CH:8][C:9]([NH2:11])=[CH:10][C:5]=2[O:4][CH2:3][CH2:2]1.Cl.Cl[CH2:14][CH2:15][NH:16][CH2:17][CH2:18]Cl.C(=O)([O-])[O-].[K+].[K+]. Product: [O:1]1[C:6]2[CH:7]=[CH:8][C:9]([N:11]3[CH2:18][CH2:17][NH:16][CH2:15][CH2:14]3)=[CH:10][C:5]=2[O:4][CH2:3][CH2:2]1. The catalyst class is: 159. (5) Reactant: [CH2:1]([O:3][C:4](=[O:22])[C:5]1[CH:10]=[CH:9][CH:8]=[C:7]([C:11]2[NH:12][C:13]3[C:18]([CH:19]=2)=[CH:17][C:16]([Cl:20])=[C:15]([Cl:21])[CH:14]=3)[CH:6]=1)[CH3:2].[CH2:23](Br)[C:24]1[CH:29]=[CH:28][CH:27]=[CH:26][CH:25]=1.C([O-])([O-])=O.[K+].[K+]. Product: [CH2:1]([O:3][C:4](=[O:22])[C:5]1[CH:10]=[CH:9][CH:8]=[C:7]([C:11]2[N:12]([CH2:23][C:24]3[CH:29]=[CH:28][CH:27]=[CH:26][CH:25]=3)[C:13]3[C:18]([CH:19]=2)=[CH:17][C:16]([Cl:20])=[C:15]([Cl:21])[CH:14]=3)[CH:6]=1)[CH3:2]. The catalyst class is: 21.